This data is from TCR-epitope binding with 47,182 pairs between 192 epitopes and 23,139 TCRs. The task is: Binary Classification. Given a T-cell receptor sequence (or CDR3 region) and an epitope sequence, predict whether binding occurs between them. (1) The epitope is KLPDDFTGCV. The TCR CDR3 sequence is CARGWGSIINSPLHF. Result: 1 (the TCR binds to the epitope). (2) The epitope is ALLADKFPV. The TCR CDR3 sequence is CASSLVGGDGHTF. Result: 0 (the TCR does not bind to the epitope). (3) The TCR CDR3 sequence is CASSLERANNSPLHF. The epitope is LEPLVDLPI. Result: 0 (the TCR does not bind to the epitope). (4) The epitope is FLPRVFSAV. The TCR CDR3 sequence is CASSLDQGNVETQYF. Result: 0 (the TCR does not bind to the epitope). (5) The epitope is KLGGALQAK. The TCR CDR3 sequence is CASSAPDGSYEQYF. Result: 1 (the TCR binds to the epitope). (6) The epitope is SEISMDNSPNL. The TCR CDR3 sequence is CASSLGWGQGGNEQFF. Result: 1 (the TCR binds to the epitope). (7) The epitope is RILGAGCFV. The TCR CDR3 sequence is CASSQGTLSSYNEQFF. Result: 1 (the TCR binds to the epitope).